This data is from NCI-60 drug combinations with 297,098 pairs across 59 cell lines. The task is: Regression. Given two drug SMILES strings and cell line genomic features, predict the synergy score measuring deviation from expected non-interaction effect. Drug 1: CS(=O)(=O)C1=CC(=C(C=C1)C(=O)NC2=CC(=C(C=C2)Cl)C3=CC=CC=N3)Cl. Drug 2: CC1=C(C(CCC1)(C)C)C=CC(=CC=CC(=CC(=O)O)C)C. Cell line: SF-295. Synergy scores: CSS=4.43, Synergy_ZIP=-2.12, Synergy_Bliss=-2.11, Synergy_Loewe=0.310, Synergy_HSA=-0.668.